Predict the product of the given reaction. From a dataset of Forward reaction prediction with 1.9M reactions from USPTO patents (1976-2016). (1) Given the reactants [CH3:1][N:2]([CH2:9][CH2:10][O:11][C:12]1[CH:25]=[CH:24][C:15]([CH2:16][CH:17]2[S:21][C:20](=[O:22])[NH:19][C:18]2=[O:23])=[CH:14][CH:13]=1)[C:3]1[CH:8]=[CH:7][CH:6]=[CH:5][N:4]=1.O1CCCC1.[C@H:31]([OH:40])([C:37]([OH:39])=[O:38])[C@H:32]([OH:36])[C:33]([OH:35])=[O:34], predict the reaction product. The product is: [CH3:1][N:2]([CH2:9][CH2:10][O:11][C:12]1[CH:25]=[CH:24][C:15]([CH2:16][CH:17]2[S:21][C:20](=[O:22])[NH:19][C:18]2=[O:23])=[CH:14][CH:13]=1)[C:3]1[CH:8]=[CH:7][CH:6]=[CH:5][N:4]=1.[C@H:31]([OH:40])([C:37]([OH:39])=[O:38])[C@H:32]([OH:36])[C:33]([OH:35])=[O:34]. (2) Given the reactants [CH3:1][C:2]1[CH:6]=[C:5]([NH2:7])[N:4]([C:8]2[CH:13]=[CH:12][CH:11]=[CH:10][CH:9]=2)[N:3]=1.[Br:14][C:15]1[CH:20]=[CH:19][C:18]([C:21](=O)[CH2:22][C:23](OCC)=[O:24])=[CH:17][CH:16]=1, predict the reaction product. The product is: [Br:14][C:15]1[CH:16]=[CH:17][C:18]([C:21]2[NH:7][C:5]3[N:4]([C:8]4[CH:9]=[CH:10][CH:11]=[CH:12][CH:13]=4)[N:3]=[C:2]([CH3:1])[C:6]=3[C:23](=[O:24])[CH:22]=2)=[CH:19][CH:20]=1.